Dataset: Forward reaction prediction with 1.9M reactions from USPTO patents (1976-2016). Task: Predict the product of the given reaction. (1) The product is: [N:1]([C@H:14]1[CH2:15][CH2:10][CH2:11][N:12]([C:16]([O:18][C:19]([CH3:22])([CH3:21])[CH3:20])=[O:17])[CH2:13]1)=[N+:2]=[N-:3]. Given the reactants [N-:1]=[N+:2]=[N-:3].[Na+].CS(O[C@@H:10]1[CH2:15][CH2:14][CH2:13][N:12]([C:16]([O:18][C:19]([CH3:22])([CH3:21])[CH3:20])=[O:17])[CH2:11]1)(=O)=O, predict the reaction product. (2) Given the reactants [Cl:1][C:2]1[CH:7]=[CH:6][C:5]([CH2:8][C@@H:9]([NH:30][C:31]([C@@H:33]2[CH2:42][C:41]3[C:36](=[CH:37][CH:38]=[CH:39][CH:40]=3)[CH2:35][N:34]2C(OC(C)(C)C)=O)=[O:32])[C:10](=[O:29])[N:11]2[CH2:16][CH2:15][CH:14]([C:17]3[CH:22]=[CH:21][CH:20]=[CH:19][C:18]=3[N:23]3[CH:27]=[CH:26][NH:25][C:24]3=[O:28])[CH2:13][CH2:12]2)=[CH:4][CH:3]=1.Cl, predict the reaction product. The product is: [CH2:35]1[C:36]2[C:41](=[CH:40][CH:39]=[CH:38][CH:37]=2)[CH2:42][C@@H:33]([C:31]([NH:30][C@H:9]([CH2:8][C:5]2[CH:6]=[CH:7][C:2]([Cl:1])=[CH:3][CH:4]=2)[C:10](=[O:29])[N:11]2[CH2:16][CH2:15][CH:14]([C:17]3[CH:22]=[CH:21][CH:20]=[CH:19][C:18]=3[N:23]3[CH:27]=[CH:26][NH:25][C:24]3=[O:28])[CH2:13][CH2:12]2)=[O:32])[NH:34]1. (3) Given the reactants Cl[C:2]1[C:7]([C:8]([NH2:10])=O)=[CH:6][CH:5]=[C:4]([Cl:11])[N:3]=1.ClC1N=[C:17]([O:19]C)C([N+]([O-])=O)=CC=1, predict the reaction product. The product is: [Cl:11][C:4]1[N:3]=[C:2]([O:19][CH3:17])[C:7]([C:8]#[N:10])=[CH:6][CH:5]=1. (4) Given the reactants [NH2:1][C:2]1[CH:10]=[CH:9][C:5]([C:6]([OH:8])=[O:7])=[CH:4][CH:3]=1.O[CH2:12][CH2:13][N:14]1[CH2:19][CH2:18][O:17][CH2:16][CH2:15]1.C1CCC(N=C=NC2CCCCC2)CC1, predict the reaction product. The product is: [N:14]1([CH2:13][CH2:12][O:7][C:6](=[O:8])[C:5]2[CH:9]=[CH:10][C:2]([NH2:1])=[CH:3][CH:4]=2)[CH2:19][CH2:18][O:17][CH2:16][CH2:15]1. (5) Given the reactants Br[CH2:2][C:3]1[C:8]([C:9]([F:12])([F:11])[F:10])=[CH:7][CH:6]=[CH:5][C:4]=1[N:13]1[C:17](=[O:18])[N:16]([CH3:19])[N:15]=[N:14]1.[Cl:20][C:21]1[CH:26]=[CH:25][C:24]([N:27]2[CH:31]=[CH:30][C:29]([OH:32])=[N:28]2)=[CH:23][CH:22]=1.C(=O)([O-])[O-].[K+].[K+].CN(C)C=O, predict the reaction product. The product is: [Cl:20][C:21]1[CH:22]=[CH:23][C:24]([N:27]2[CH:31]=[CH:30][C:29]([O:32][CH2:2][C:3]3[C:8]([C:9]([F:12])([F:11])[F:10])=[CH:7][CH:6]=[CH:5][C:4]=3[N:13]3[C:17](=[O:18])[N:16]([CH3:19])[N:15]=[N:14]3)=[N:28]2)=[CH:25][CH:26]=1.